Task: Predict which catalyst facilitates the given reaction.. Dataset: Catalyst prediction with 721,799 reactions and 888 catalyst types from USPTO (1) Reactant: [Cl:1][C:2]1[CH:7]=[CH:6][CH:5]=[CH:4][C:3]=1[N:8]1[C:12]([O:13][C:14]2[CH:19]=[CH:18][CH:17]=[CH:16][C:15]=2[N+:20]([O-])=O)=[CH:11][C:10]([CH3:23])=[N:9]1.O.[Cl-].[NH4+]. Product: [Cl:1][C:2]1[CH:7]=[CH:6][CH:5]=[CH:4][C:3]=1[N:8]1[C:12]([O:13][C:14]2[CH:19]=[CH:18][CH:17]=[CH:16][C:15]=2[NH2:20])=[CH:11][C:10]([CH3:23])=[N:9]1. The catalyst class is: 447. (2) Reactant: [N+:1]([C:4]1[CH:19]=[CH:18][CH:17]=[CH:16][C:5]=1[CH2:6][N:7]([CH2:13][C:14]#[N:15])[C:8](=[O:12])[O:9][CH2:10][CH3:11])([O-])=O.CO.C(Cl)Cl. Product: [CH2:10]([O:9][C:8]([N:7]1[CH2:6][C:5]2[CH:16]=[CH:17][CH:18]=[CH:19][C:4]=2[N:1]=[C:14]([NH2:15])[CH2:13]1)=[O:12])[CH3:11]. The catalyst class is: 180. (3) Reactant: [CH2:1]([O:8][C:9]([NH:11][CH:12]1[CH2:31][C:15]2([CH2:18][N:17]([C:19]3[CH:24]=[CH:23][CH:22]=[CH:21][C:20]=3/[CH:25]=[CH:26]/[C:27](OC)=[O:28])[CH2:16]2)[S:14](=[O:33])(=[O:32])[CH2:13]1)=[O:10])[C:2]1[CH:7]=[CH:6][CH:5]=[CH:4][CH:3]=1.[NH2:34][OH:35].[OH-].[Na+].Cl. Product: [OH:35][NH:34][C:27](=[O:28])/[CH:26]=[CH:25]/[C:20]1[CH:21]=[CH:22][CH:23]=[CH:24][C:19]=1[N:17]1[CH2:16][C:15]2([CH2:31][CH:12]([NH:11][C:9](=[O:10])[O:8][CH2:1][C:2]3[CH:3]=[CH:4][CH:5]=[CH:6][CH:7]=3)[CH2:13][S:14]2(=[O:32])=[O:33])[CH2:18]1. The catalyst class is: 92. (4) Reactant: [C:1]([C:5]1[CH:33]=[CH:32][C:8]([C:9]([NH:11][CH2:12][C:13]2[CH:18]=[CH:17][C:16]([C:19]3[C:20]4[CH:27]=[C:26]([C:28](O)=[O:29])[NH:25][C:21]=4[N:22]=[CH:23][N:24]=3)=[CH:15][C:14]=2[F:31])=[O:10])=[CH:7][CH:6]=1)([CH3:4])([CH3:3])[CH3:2].[CH3:34][N:35](C(ON1N=NC2C=CC=CC1=2)=[N+](C)C)C.F[P-](F)(F)(F)(F)F.CCN(C(C)C)C(C)C.CN.C1COCC1. Product: [CH3:34][NH:35][C:28]([C:26]1[NH:25][C:21]2[N:22]=[CH:23][N:24]=[C:19]([C:16]3[CH:17]=[CH:18][C:13]([CH2:12][NH:11][C:9](=[O:10])[C:8]4[CH:7]=[CH:6][C:5]([C:1]([CH3:4])([CH3:2])[CH3:3])=[CH:33][CH:32]=4)=[C:14]([F:31])[CH:15]=3)[C:20]=2[CH:27]=1)=[O:29]. The catalyst class is: 39. (5) Reactant: [C:1]([C:3]1[CH:4]=[C:5]([CH:10]=[CH:11][C:12]=1[OH:13])[C:6]([O:8][CH3:9])=[O:7])#[N:2].[F:14][C:15]([F:28])([F:27])[S:16](O[S:16]([C:15]([F:28])([F:27])[F:14])(=[O:18])=[O:17])(=[O:18])=[O:17].C(N(C(C)C)CC)(C)C. Product: [C:1]([C:3]1[CH:4]=[C:5]([CH:10]=[CH:11][C:12]=1[O:13][S:16]([C:15]([F:28])([F:27])[F:14])(=[O:18])=[O:17])[C:6]([O:8][CH3:9])=[O:7])#[N:2]. The catalyst class is: 4. (6) Reactant: I[C:2]1[C:7]([O:8][C:9]2[C:18]3[C:13](=[CH:14][C:15]([O:21][CH3:22])=[C:16]([O:19][CH3:20])[CH:17]=3)[N:12]=[CH:11][CH:10]=2)=[CH:6][CH:5]=[C:4]([CH3:23])[N:3]=1.[Cl:24][C:25]1[CH:30]=[CH:29][C:28](B(O)O)=[CH:27][CH:26]=1.C(=O)([O-])O.[Na+]. Product: [Cl:24][C:25]1[CH:30]=[CH:29][C:28]([C:2]2[C:7]([O:8][C:9]3[C:18]4[C:13](=[CH:14][C:15]([O:21][CH3:22])=[C:16]([O:19][CH3:20])[CH:17]=4)[N:12]=[CH:11][CH:10]=3)=[CH:6][CH:5]=[C:4]([CH3:23])[N:3]=2)=[CH:27][CH:26]=1. The catalyst class is: 11. (7) Reactant: [O:1]=[C:2]1[C:10]2[C:5](=[CH:6][CH:7]=[CH:8][CH:9]=2)[C:4](=[O:11])[N:3]1[CH2:12][CH2:13][N:14]([C:34](=[O:41])[CH2:35][C:36]([O:38][CH2:39][CH3:40])=[O:37])[C:15]1[C:16]([C:29](OCC)=[O:30])=[N:17][CH:18]=[C:19]([CH2:21][C:22]2[CH:27]=[CH:26][C:25]([F:28])=[CH:24][CH:23]=2)[CH:20]=1.C1CCN2C(=NCCC2)CC1.OS([O-])(=O)=O.[Na+]. Product: [O:11]=[C:4]1[C:5]2[C:10](=[CH:9][CH:8]=[CH:7][CH:6]=2)[C:2](=[O:1])[N:3]1[CH2:12][CH2:13][N:14]1[C:15]2[C:16](=[N:17][CH:18]=[C:19]([CH2:21][C:22]3[CH:23]=[CH:24][C:25]([F:28])=[CH:26][CH:27]=3)[CH:20]=2)[C:29]([OH:30])=[C:35]([C:36]([O:38][CH2:39][CH3:40])=[O:37])[C:34]1=[O:41]. The catalyst class is: 88. (8) The catalyst class is: 1. Reactant: [H-].[Na+].[CH2:3](Br)[C:4]1[CH:9]=[CH:8][CH:7]=[CH:6][CH:5]=1.[Br:11][CH2:12][CH2:13][CH2:14][CH2:15][CH2:16][CH2:17][CH2:18][CH2:19][CH2:20][CH2:21][OH:22]. Product: [Br:11][CH2:12][CH2:13][CH2:14][CH2:15][CH2:16][CH2:17][CH2:18][CH2:19][CH2:20][CH2:21][O:22][CH2:3][C:4]1[CH:9]=[CH:8][CH:7]=[CH:6][CH:5]=1.